The task is: Binary Classification. Given a miRNA mature sequence and a target amino acid sequence, predict their likelihood of interaction.. This data is from Experimentally validated miRNA-target interactions with 360,000+ pairs, plus equal number of negative samples. (1) The miRNA is mmu-miR-16-5p with sequence UAGCAGCACGUAAAUAUUGGCG. The protein sequence of the target gene is MKSAKAKTVRKPVIKKGSQTNLKDPVGVYCRVRPLSFPDQECCVEVINSTTLQLHTPEGYRLNRNGDYKETQYSFKRVFGTHTTQKELFDVVANPLVDDLIHGKNGLLFTYGVTGSGKTYTMTGSPGSGGLLPRCLNMIFNSIGSFQAKRYVFKSNDRNSMEIQCEVDALLERQKREALPIPKTPSSKRQADPEFADMINVQEFCKAEEVDEDSVYGVFVSYIEIYNNYIYDLLEEVQFDPIKPKLPQSKTLREDKNHNMYVAGCTEVEVKSTEEAFEVFWRGQKKRRIANTHLNRESSR.... Result: 0 (no interaction). (2) The protein sequence of the target gene is MADGKAGEEKPEKPQRAGAAGGPEEEAEKPVKTKTVSSSNGGESSSRSAEKRSAEDEAADLPTKPTKMSKFGFAIGSQTARKASAISIRLGASKPKETVPTLAPKTLSVAAAFNEDEDSEPEEMPPEAKMRMKNIGRDTPTSAGPNSFNKGKHGFSDNQKLWERNIKSHLGNVHDQDN. The miRNA is hsa-miR-208b-3p with sequence AUAAGACGAACAAAAGGUUUGU. Result: 0 (no interaction). (3) The miRNA is mmu-miR-6920-5p with sequence ACACAAUGGAAAGACUGCUUGU. The protein sequence of the target gene is MTRRCMPARPGFPSSPAPGSSPPRCHLRPGSTAHAAAGKRTESPGDRKQSIIDFFKPASKQDRHMLDSPQKSNIKYGGSRLSITGTEQFERKLSSPKESKPKRVPPEKSPIIEAFMKGVKEHHEDHGIHESRRPCLSLASKYLAKGTNIYVPSSYHLPKEMKSLKKKHRSPERRKSLFIHENNEKNDRDRGKTNADSKKQTTVAEADIFNNSSRSLSSRSSLSRHHPEESPLGAKFQLSLASYCRERELKRLRKEQMEQRINSENSFSEASSLSLKSSIERKYKPRQEQRKQNDIIPGKN.... Result: 0 (no interaction). (4) The miRNA is hsa-miR-202-3p with sequence AGAGGUAUAGGGCAUGGGAA. The protein sequence of the target gene is MVAEAGSMPAASSVKKPFGLRSKMGKWCRHCFPWCRGSGKSNVGTSGDHDDSAMKTLRSKMGKWCRHCFPWCRGSSKSNVGTSGDHDDSAMKTLRSKMGKWCCHCFPCCRGSGKSKVGPWGDYDDSAFMEPRYHVRREDLDKLHRAAWWGKVPRKDLIVMLKDTDMNKKDKQKRTALHLASANGNSEVVKLLLDRRCQLNILDNKKRTALTKAVQCREDECALMLLEHGTDPNIPDEYGNTALHYAIYNEDKLMAKALLLYGADIESKNKHGLTPLLLGVHEQKQQVVKFLIKKKANLNA.... Result: 1 (interaction). (5) The miRNA is hsa-miR-4695-5p with sequence CAGGAGGCAGUGGGCGAGCAGG. The protein sequence of the target gene is MDPAEAVLQEKALKFMCSMPRSLWLGCSSLADSMPSLRCLYNPGTGALTAFQNSSEREDCNNGEPPRKIIPEKNSLRQTYNSCARLCLNQETVCLASTAMKTENCVAKTKLANGTSSMIVPKQRKLSASYEKEKELCVKYFEQWSESDQVEFVEHLISQMCHYQHGHINSYLKPMLQRDFITALPARGLDHIAENILSYLDAKSLCAAELVCKEWYRVTSDGMLWKKLIERMVRTDSLWRGLAERRGWGQYLFKNKPPDGNAPPNSFYRALYPKIIQDIETIESNWRCGRHSLQRIHCRS.... Result: 1 (interaction). (6) The miRNA is rno-miR-150-5p with sequence UCUCCCAACCCUUGUACCAGUG. The protein sequence of the target gene is MGEDAAQAEKFQHPNTDMLQEKPSSPSPMPSSTPSPSLNLGSTEEAIRDNSQVNAVTVHTLLDKLVNMLDAVRENQHNMEQRQINLEGSVKGIQNDLTKLSKYQASTSNTVSKLLEKSRKVSAHTRAVRERLERQCVQVKRLENNHAQLLRRNHFKVLIFQEESEIPASVFVKEPVPSAAEGKEELADENKSLEETLHNVDLSSDDELPRDEEALEDSAEEKMEESRAEKIKRSSLKKVDSLKKAFSRQNIEKKMNKLGTKIVSVERREKIKKSLTPNHQKASSGKSSPFKVSPLSFGRK.... Result: 0 (no interaction). (7) The miRNA is hsa-miR-579-3p with sequence UUCAUUUGGUAUAAACCGCGAUU. The protein sequence of the target gene is MEESVNQMQPLNEKQIANSQDGYVWQVTDMNRLHRFLCFGSEGGTYYIKEQKLGLENAEALIRLIEDGRGCEVIQEIKSFSQEGRTTKQEPMLFALAICSQCSDISTKQAAFKAVSEVCRIPTHLFTFIQFKKDLKESMKCGMWGRALRKAIADWYNEKGGMALALAVTKYKQRNGWSHKDLLRLSHLKPSSEGLAIVTKYITKGWKEVHELYKEKALSVETEKLLKYLEAVEKVKRTRDELEVIHLIEEHRLVREHLLTNHLKSKEVWKALLQEMPLTALLRNLGKMTANSVLEPGNSE.... Result: 1 (interaction).